From a dataset of Full USPTO retrosynthesis dataset with 1.9M reactions from patents (1976-2016). Predict the reactants needed to synthesize the given product. (1) Given the product [NH2:8][C:9]1[CH2:10][C:11]([C:35]([N:4]([CH2:5][CH2:6][CH2:7][OH:52])[CH2:1][CH2:2][CH3:3])=[O:36])=[CH:12][C:13]2[CH:19]=[C:18]([O:20][CH3:21])[C:17]([C:22]3[CH:27]=[CH:26][C:25]([C:28]([N:30]4[CH2:31][CH2:32][CH2:33][CH2:34]4)=[O:29])=[CH:24][CH:23]=3)=[CH:16][C:14]=2[N:15]=1, predict the reactants needed to synthesize it. The reactants are: [CH2:1]([NH:4][CH2:5][CH2:6][CH3:7])[CH2:2][CH3:3].[NH2:8][C:9]1[CH2:10][C:11]([C:35](OCC)=[O:36])=[CH:12][C:13]2[CH:19]=[C:18]([O:20][CH3:21])[C:17]([C:22]3[CH:27]=[CH:26][C:25]([C:28]([N:30]4[CH2:34][CH2:33][CH2:32][CH2:31]4)=[O:29])=[CH:24][CH:23]=3)=[CH:16][C:14]=2[N:15]=1.NC1CC(C(OCC)=O)=CC2C=C([O:52]C)C=CC=2N=1. (2) Given the product [OH:12][C:11]1[CH:13]=[C:7]([CH3:6])[C:8]2[S:1][C:2](=[O:17])[O:14][C:9]=2[CH:10]=1, predict the reactants needed to synthesize it. The reactants are: [S-:1][C:2]#N.[NH4+].O.[CH3:6][C:7]1[CH:8]=[C:9]([OH:14])[CH:10]=[C:11]([CH:13]=1)[OH:12].C([O:17]CC)C. (3) Given the product [Cl:1][C:2]1[CH:3]=[C:4]([C:9]2[CH:14]=[CH:13][CH:12]=[CH:11][C:10]=2[NH:15][C:35](=[O:36])[C:34]2[CH:38]=[CH:39][CH:40]=[N:41][C:33]=2[C:32]([F:43])([F:31])[F:42])[CH:5]=[CH:6][C:7]=1[Cl:8], predict the reactants needed to synthesize it. The reactants are: [Cl:1][C:2]1[CH:3]=[C:4]([C:9]2[CH:14]=[CH:13][CH:12]=[CH:11][C:10]=2[NH2:15])[CH:5]=[CH:6][C:7]=1[Cl:8].O=C1N(P(Cl)(N2CCOC2=O)=O)CCO1.[F:31][C:32]([F:43])([F:42])[C:33]1[N:41]=[CH:40][CH:39]=[CH:38][C:34]=1[C:35](O)=[O:36].C(N(CC)CC)C. (4) The reactants are: [C:1]([C:3]1[CH:8]=[CH:7][C:6]([C:9]2[N:13]3[CH:14]=[C:15]([C:18]4[CH:26]=[CH:25][C:21]([C:22]([OH:24])=O)=[C:20]([F:27])[CH:19]=4)[CH:16]=[CH:17][C:12]3=[N:11][CH:10]=2)=[CH:5][CH:4]=1)#[N:2].C[N:29]1[CH2:34][CH2:33][O:32][CH2:31][CH2:30]1.CN(C(ON1N=NC2C=CC=NC1=2)=[N+](C)C)C.F[P-](F)(F)(F)(F)F.N1CCOCC1. Given the product [F:27][C:20]1[CH:19]=[C:18]([C:15]2[CH:16]=[CH:17][C:12]3[N:13]([C:9]([C:6]4[CH:5]=[CH:4][C:3]([C:1]#[N:2])=[CH:8][CH:7]=4)=[CH:10][N:11]=3)[CH:14]=2)[CH:26]=[CH:25][C:21]=1[C:22]([N:29]1[CH2:34][CH2:33][O:32][CH2:31][CH2:30]1)=[O:24], predict the reactants needed to synthesize it. (5) Given the product [CH3:9][C:7]1[S:8][C:4]2[CH:3]=[C:2]([Sn:15]([CH3:21])([CH3:20])[CH3:14])[CH:11]=[CH:10][C:5]=2[N:6]=1, predict the reactants needed to synthesize it. The reactants are: Br[C:2]1[CH:11]=[CH:10][C:5]2[N:6]=[C:7]([CH3:9])[S:8][C:4]=2[CH:3]=1.[Cl-].[Li+].[CH3:14][Sn:15]([CH3:21])([CH3:20])[Sn:15]([CH3:21])([CH3:20])[CH3:14].CCOC(C)=O.CCCCCCC. (6) Given the product [OH:12][C:6]1[CH:5]=[CH:4][C:3](/[CH:1]=[C:17]2/[C:16](=[O:18])[NH:15][C:14](=[O:19])[S:13]/2)=[CH:11][C:7]=1[C:8]([OH:10])=[O:9], predict the reactants needed to synthesize it. The reactants are: [CH:1]([C:3]1[CH:4]=[CH:5][C:6]([OH:12])=[C:7]([CH:11]=1)[C:8]([OH:10])=[O:9])=O.[S:13]1[CH2:17][C:16](=[O:18])[NH:15][C:14]1=[O:19].N1CCCCC1.C(O)(=O)C.